The task is: Predict the product of the given reaction.. This data is from Forward reaction prediction with 1.9M reactions from USPTO patents (1976-2016). (1) Given the reactants N[C:2]1[CH:3]=[CH:4][C:5]([N+:10]([O-:12])=[O:11])=[C:6]([CH2:8][CH3:9])[CH:7]=1.N([O-])=O.[Na+].NC(N)=O.[ClH:21], predict the reaction product. The product is: [Cl:21][C:2]1[CH:3]=[CH:4][C:5]([N+:10]([O-:12])=[O:11])=[C:6]([CH2:8][CH3:9])[CH:7]=1. (2) Given the reactants C(O[C:6](=O)[N:7](C)[C@@H:8]1[CH2:12][CH2:11][N:10]([C:13]2[CH:18]=[C:17]([NH:19][CH2:20][CH2:21][C:22]3[CH:27]=[CH:26][CH:25]=[CH:24][CH:23]=3)[N:16]=[N:15][CH:14]=2)[CH2:9]1)(C)(C)C.CCOCC.[ClH:35], predict the reaction product. The product is: [ClH:35].[ClH:35].[CH3:6][NH:7][C@@H:8]1[CH2:12][CH2:11][N:10]([C:13]2[CH:18]=[C:17]([NH:19][CH2:20][CH2:21][C:22]3[CH:27]=[CH:26][CH:25]=[CH:24][CH:23]=3)[N:16]=[N:15][CH:14]=2)[CH2:9]1.